From a dataset of Full USPTO retrosynthesis dataset with 1.9M reactions from patents (1976-2016). Predict the reactants needed to synthesize the given product. (1) Given the product [NH2:42][CH2:41][C:8]1([C:5]2[CH:6]=[CH:7][C:2]([Cl:1])=[CH:3][CH:4]=2)[CH2:13][CH2:12][N:11]([C:14]2[C:15]3[N:16]([N:20]=[C:21]([NH:23][C:24]4[CH:40]=[CH:39][C:27]([C:28]([N:30]([CH3:38])[CH:31]5[CH2:36][CH2:35][N:34]([CH3:37])[CH2:33][CH2:32]5)=[O:29])=[CH:26][CH:25]=4)[N:22]=3)[CH:17]=[CH:18][CH:19]=2)[CH2:10][CH2:9]1, predict the reactants needed to synthesize it. The reactants are: [Cl:1][C:2]1[CH:7]=[CH:6][C:5]([C:8]2([CH2:41][NH:42]C(=O)C)[CH2:13][CH2:12][N:11]([C:14]3[C:15]4[N:16]([N:20]=[C:21]([NH:23][C:24]5[CH:40]=[CH:39][C:27]([C:28]([N:30]([CH3:38])[CH:31]6[CH2:36][CH2:35][N:34]([CH3:37])[CH2:33][CH2:32]6)=[O:29])=[CH:26][CH:25]=5)[N:22]=4)[CH:17]=[CH:18][CH:19]=3)[CH2:10][CH2:9]2)=[CH:4][CH:3]=1.C(O)=O.CC#N. (2) Given the product [CH3:68][O:69][C:70]1[N:75]=[C:74]([NH:76][C:50]2[CH:51]=[CH:52][C:53]3[CH2:59][N:58]([CH3:60])[CH2:57][CH:56]([CH2:61][CH2:62][C:63]([F:66])([F:65])[F:64])[O:55][C:54]=3[N:67]=2)[CH:73]=[CH:72][C:71]=1[C:77]1[CH:78]=[N:79][N:80]([CH3:82])[CH:81]=1, predict the reactants needed to synthesize it. The reactants are: CC1(C)C2C(=C(P(C3C=CC=CC=3)C3C=CC=CC=3)C=CC=2)OC2C(P(C3C=CC=CC=3)C3C=CC=CC=3)=CC=CC1=2.C(=O)([O-])[O-].[Cs+].[Cs+].Cl[C:50]1[CH:51]=[CH:52][C:53]2[CH2:59][N:58]([CH3:60])[CH2:57][CH:56]([CH2:61][CH2:62][C:63]([F:66])([F:65])[F:64])[O:55][C:54]=2[N:67]=1.[CH3:68][O:69][C:70]1[N:75]=[C:74]([NH2:76])[CH:73]=[CH:72][C:71]=1[C:77]1[CH:78]=[N:79][N:80]([CH3:82])[CH:81]=1. (3) Given the product [CH:25]1([N:11]([CH:8]2[CH2:7][CH2:6][N:5]([C:1](=[O:4])[CH2:2][CH2:3][N:32]3[CH2:33][CH2:34][CH:29]([OH:28])[CH2:30][CH2:31]3)[CH2:10][CH2:9]2)[S:12]([C:15]2[CH:20]=[CH:19][CH:18]=[C:17]([C:21]([F:23])([F:22])[F:24])[CH:16]=2)(=[O:13])=[O:14])[CH2:26][CH2:27]1, predict the reactants needed to synthesize it. The reactants are: [C:1]([N:5]1[CH2:10][CH2:9][CH:8]([N:11]([CH:25]2[CH2:27][CH2:26]2)[S:12]([C:15]2[CH:20]=[CH:19][CH:18]=[C:17]([C:21]([F:24])([F:23])[F:22])[CH:16]=2)(=[O:14])=[O:13])[CH2:7][CH2:6]1)(=[O:4])[CH:2]=[CH2:3].[OH:28][CH:29]1[CH2:34][CH2:33][NH:32][CH2:31][CH2:30]1. (4) Given the product [CH3:12][NH:13][C:2]1[C:3]([NH2:4])=[CH:5][C:6]([N+:9]([O-:11])=[O:10])=[CH:7][CH:8]=1, predict the reactants needed to synthesize it. The reactants are: F[C:2]1[CH:8]=[CH:7][C:6]([N+:9]([O-:11])=[O:10])=[CH:5][C:3]=1[NH2:4].[CH3:12][NH2:13].C1COCC1.C(=O)([O-])[O-].[K+].[K+]. (5) Given the product [CH3:34][N:2]([CH3:1])[C@H:3]1[CH2:8][CH2:7][C@H:6]([N:9]([CH2:32][CH3:33])[C:10]2[C:24]3[CH2:23][CH2:22][CH2:21][CH2:20][C:19]4[CH:25]=[C:26]([CH3:30])[NH:27][C:28](=[O:29])[C:18]=4[CH2:17][NH:16][C:15](=[O:31])[C:14]=3[CH:13]=[CH:12][CH:11]=2)[CH2:5][CH2:4]1, predict the reactants needed to synthesize it. The reactants are: [CH3:1][N:2]([CH3:34])[C@H:3]1[CH2:8][CH2:7][C@H:6]([N:9]([CH2:32][CH3:33])[C:10]2[C:24]3[CH2:23][CH:22]=[CH:21][CH2:20][C:19]4[CH:25]=[C:26]([CH3:30])[NH:27][C:28](=[O:29])[C:18]=4[CH2:17][NH:16][C:15](=[O:31])[C:14]=3[CH:13]=[CH:12][CH:11]=2)[CH2:5][CH2:4]1. (6) The reactants are: [F:1][C:2]1[CH:3]=[C:4]([CH2:26][N:27]2[CH2:30][C:29](O)([C:31]([O:33][CH3:34])=[O:32])[CH2:28]2)[CH:5]=[CH:6][C:7]=1[C:8]1[S:9][C:10]2[C:15]([N:16]=1)=[CH:14][CH:13]=[C:12]([C:17]1([C:20]3[CH:25]=[CH:24][CH:23]=[CH:22][CH:21]=3)[CH2:19][CH2:18]1)[N:11]=2.CCN(S(F)(F)[F:42])CC. Given the product [F:42][C:29]1([C:31]([O:33][CH3:34])=[O:32])[CH2:28][N:27]([CH2:26][C:4]2[CH:5]=[CH:6][C:7]([C:8]3[S:9][C:10]4[C:15]([N:16]=3)=[CH:14][CH:13]=[C:12]([C:17]3([C:20]5[CH:25]=[CH:24][CH:23]=[CH:22][CH:21]=5)[CH2:19][CH2:18]3)[N:11]=4)=[C:2]([F:1])[CH:3]=2)[CH2:30]1, predict the reactants needed to synthesize it. (7) Given the product [CH3:19][N:20]1[CH2:25][CH2:24][N:23]([C:26]([C:28]2[CH:33]=[CH:32][C:31]([C:2]3[N:7]=[CH:6][C:5]4[N:8]=[CH:9][N:10]([C:11]5[CH:18]=[CH:17][C:14]([C:15]#[N:16])=[CH:13][CH:12]=5)[C:4]=4[CH:3]=3)=[CH:30][CH:29]=2)=[O:27])[CH2:22][CH2:21]1, predict the reactants needed to synthesize it. The reactants are: Br[C:2]1[N:7]=[CH:6][C:5]2[N:8]=[CH:9][N:10]([C:11]3[CH:18]=[CH:17][C:14]([C:15]#[N:16])=[CH:13][CH:12]=3)[C:4]=2[CH:3]=1.[CH3:19][N:20]1[CH2:25][CH2:24][N:23]([C:26]([C:28]2[CH:33]=[CH:32][C:31](B3OC(C)(C)C(C)(C)O3)=[CH:30][CH:29]=2)=[O:27])[CH2:22][CH2:21]1.C([O-])(O)=O.[Na+].